This data is from Full USPTO retrosynthesis dataset with 1.9M reactions from patents (1976-2016). The task is: Predict the reactants needed to synthesize the given product. (1) Given the product [Cl:1][C:2]1[N:7]=[C:6]([C:8]2([C:12]3[C:21]4[C:16](=[CH:17][CH:18]=[C:19]([O:22][CH2:23][CH2:24][NH:25][S:29]([CH2:26][CH2:27][CH3:28])(=[O:31])=[O:30])[CH:20]=4)[CH2:15][CH2:14][N:13]=3)[CH2:11][CH2:10][CH2:9]2)[CH:5]=[CH:4][CH:3]=1, predict the reactants needed to synthesize it. The reactants are: [Cl:1][C:2]1[N:7]=[C:6]([C:8]2([C:12]3[C:21]4[C:16](=[CH:17][CH:18]=[C:19]([O:22][CH2:23][CH2:24][NH2:25])[CH:20]=4)[CH2:15][CH2:14][N:13]=3)[CH2:11][CH2:10][CH2:9]2)[CH:5]=[CH:4][CH:3]=1.[CH2:26]([S:29](Cl)(=[O:31])=[O:30])[CH2:27][CH3:28]. (2) The reactants are: [S:1]1[C:5]2[CH:6]=[CH:7][CH:8]=[CH:9][C:4]=2[N:3]=[C:2]1[N:10]1[CH2:15][CH2:14][CH:13]([N:16]2[CH:21]=[CH:20][CH:19]=[C:18]([NH2:22])[CH:17]2[NH2:23])[CH2:12][CH2:11]1.[CH3:24][O:25][C:26](OC)(OC)OC.C(O)(=O)CC. Given the product [CH3:24][O:25][C:26]1[N:16]([CH:13]2[CH2:12][CH2:11][N:10]([C:2]3[S:1][C:5]4[CH:6]=[CH:7][CH:8]=[CH:9][C:4]=4[N:3]=3)[CH2:15][CH2:14]2)[C:17]2=[N:23][CH:21]=[CH:20][CH:19]=[C:18]2[N:22]=1, predict the reactants needed to synthesize it. (3) Given the product [Br:19][C:20]1[CH:25]=[C:24]([N:1]2[C:5]3=[N:6][CH:7]=[CH:8][CH:9]=[C:4]3[C:3]([C:10]([O:12][CH3:13])=[O:11])=[N:2]2)[CH:23]=[CH:22][C:21]=1[F:27], predict the reactants needed to synthesize it. The reactants are: [NH:1]1[C:5]2=[N:6][CH:7]=[CH:8][CH:9]=[C:4]2[C:3]([C:10]([O:12][CH3:13])=[O:11])=[N:2]1.CN(C)C=O.[Br:19][C:20]1[CH:25]=[C:24](I)[CH:23]=[CH:22][C:21]=1[F:27].C(=O)([O-])[O-].[Cs+].[Cs+].N1C2C(=CC=C3C=2N=CC=C3)C=CC=1. (4) Given the product [Br:1][C:2]1[CH:3]=[CH:4][C:5]([O:24][CH2:25][C@@H:26]([CH3:29])[CH2:27][CH3:28])=[C:6]([C:8]2[CH:13]=[CH:12][CH:11]=[CH:10][C:9]=2[C:14]2[N:19]=[C:18]([C:20]([OH:22])=[O:21])[CH:17]=[CH:16][CH:15]=2)[CH:7]=1, predict the reactants needed to synthesize it. The reactants are: [Br:1][C:2]1[CH:3]=[CH:4][C:5]([O:24][CH2:25][C@@H:26]([CH3:29])[CH2:27][CH3:28])=[C:6]([C:8]2[CH:13]=[CH:12][CH:11]=[CH:10][C:9]=2[C:14]2[N:19]=[C:18]([C:20]([O:22]C)=[O:21])[CH:17]=[CH:16][CH:15]=2)[CH:7]=1.[OH-].[Na+]. (5) Given the product [CH:1]([C@H:14]1[N:19]2[CH2:20][CH2:21][N:22]([C:24](=[O:34])[CH2:25][O:26][CH2:27][C:28]3[CH:33]=[CH:32][CH:31]=[CH:30][CH:29]=3)[CH2:23][C@H:18]2[CH2:17][NH:16][CH2:15]1)([C:2]1[CH:3]=[CH:4][CH:5]=[CH:6][CH:7]=1)[C:8]1[CH:13]=[CH:12][CH:11]=[CH:10][CH:9]=1, predict the reactants needed to synthesize it. The reactants are: [CH:1]([C@H:14]1[N:19]2[CH2:20][CH2:21][N:22]([C:24](=[O:34])[CH2:25][O:26][CH2:27][C:28]3[CH:33]=[CH:32][CH:31]=[CH:30][CH:29]=3)[CH2:23][C@H:18]2[CH2:17][N:16](C(OC(C)(C)C)=O)[CH2:15]1)([C:8]1[CH:13]=[CH:12][CH:11]=[CH:10][CH:9]=1)[C:2]1[CH:7]=[CH:6][CH:5]=[CH:4][CH:3]=1.FC(F)(F)C(O)=O. (6) Given the product [Cl:57][C:58]1[CH:59]=[CH:60][C:61]([C:62]([N:64]2[C:72]3[C:67](=[CH:68][C:69]([O:73][CH3:74])=[CH:70][CH:71]=3)[C:66]([CH2:75][C:76]([O:78][C:79]3[CH:95]=[CH:94][C:82]([C:83]([O:85][CH2:86][CH:87]([OH:88])[CH2:91][OH:90])=[O:84])=[CH:81][CH:80]=3)=[O:77])=[C:65]2[CH3:96])=[O:63])=[CH:97][CH:98]=1, predict the reactants needed to synthesize it. The reactants are: CN(C(ON1N=NC2C=CC=CC1=2)=[N+](C)C)C.F[P-](F)(F)(F)(F)F.CC1N(C(C2C=CC(Cl)=CC=2)=O)C2C=CC(OC)=CC=2C=1CC(O)=O.C(N(CC)CC)C.[Cl:57][C:58]1[CH:98]=[CH:97][C:61]([C:62]([N:64]2[C:72]3[C:67](=[CH:68][C:69]([O:73][CH3:74])=[CH:70][CH:71]=3)[C:66]([CH2:75][C:76]([O:78][C:79]3[CH:95]=[CH:94][C:82]([C:83]([O:85][CH2:86][CH:87]4[CH2:91][O:90]C(C)(C)[O:88]4)=[O:84])=[CH:81][CH:80]=3)=[O:77])=[C:65]2[CH3:96])=[O:63])=[CH:60][CH:59]=1. (7) Given the product [S:81]1[CH:82]=[CH:83][N:84]=[C:80]1[NH:1][C:2]1[N:3]=[C:4]2[CH:9]=[CH:8][C:7]([O:10][C:11]3[CH:12]=[C:13]([NH:17][C:18](=[O:29])[C:19]4[CH:24]=[CH:23][CH:22]=[C:21]([C:25]([F:28])([F:27])[F:26])[CH:20]=4)[CH:14]=[CH:15][CH:16]=3)=[N:6][N:5]2[CH:30]=1, predict the reactants needed to synthesize it. The reactants are: [NH2:1][C:2]1[N:3]=[C:4]2[CH:9]=[CH:8][C:7]([O:10][C:11]3[CH:12]=[C:13]([NH:17][C:18](=[O:29])[C:19]4[CH:24]=[CH:23][CH:22]=[C:21]([C:25]([F:28])([F:27])[F:26])[CH:20]=4)[CH:14]=[CH:15][CH:16]=3)=[N:6][N:5]2[CH:30]=1.CC1(C)C2C=CC=C(P(C3C=CC=CC=3)C3C=CC=CC=3)C=2OC2C1=CC=CC=2P(C1C=CC=CC=1)C1C=CC=CC=1.CC(C)([O-])C.[Na+].Br[C:80]1[S:81][CH:82]=[CH:83][N:84]=1.